This data is from Catalyst prediction with 721,799 reactions and 888 catalyst types from USPTO. The task is: Predict which catalyst facilitates the given reaction. (1) Reactant: [C:1]([O:5][C:6]([N:8]1[CH2:24][CH2:23][CH2:22][C:10]2([CH:13]([C:14]3[CH:19]=[CH:18][C:17]([F:20])=[CH:16][CH:15]=3)[NH:12][C:11]2=[O:21])[CH2:9]1)=[O:7])([CH3:4])([CH3:3])[CH3:2].[Li+].[CH3:26][Si]([N-][Si](C)(C)C)(C)C.IC. Product: [C:1]([O:5][C:6]([N:8]1[CH2:24][CH2:23][CH2:22][C:10]2([CH:13]([C:14]3[CH:15]=[CH:16][C:17]([F:20])=[CH:18][CH:19]=3)[N:12]([CH3:26])[C:11]2=[O:21])[CH2:9]1)=[O:7])([CH3:4])([CH3:2])[CH3:3]. The catalyst class is: 1. (2) Reactant: C1(C)C=CC=CC=1.S(Cl)([Cl:10])=O.[C:12]([C:14]1[C:19](=O)[NH:18][C:17]([CH3:21])=[C:16]([C:22]([O:24][CH2:25][CH3:26])=[O:23])[CH:15]=1)#[N:13].CN(C=O)C. Product: [Cl:10][C:19]1[C:14]([C:12]#[N:13])=[CH:15][C:16]([C:22]([O:24][CH2:25][CH3:26])=[O:23])=[C:17]([CH3:21])[N:18]=1. The catalyst class is: 14. (3) Reactant: OO.[C:3]([O:7][C:8](=[O:36])[N:9]([CH2:16][CH:17]1[C:26]2[C:21](=[C:22]([O:27][C:28]3[CH:33]=[CH:32][C:31]([C:34]#[N:35])=[CH:30][N:29]=3)[CH:23]=[CH:24][CH:25]=2)[CH2:20][CH2:19][CH2:18]1)[CH2:10][CH2:11][CH2:12][CH:13]([CH3:15])[CH3:14])([CH3:6])([CH3:5])[CH3:4].C([O-])([O-])=[O:38].[K+].[K+].CS(C)=O. Product: [C:3]([O:7][C:8](=[O:36])[N:9]([CH2:16][CH:17]1[C:26]2[C:21](=[C:22]([O:27][C:28]3[CH:33]=[CH:32][C:31]([C:34](=[O:38])[NH2:35])=[CH:30][N:29]=3)[CH:23]=[CH:24][CH:25]=2)[CH2:20][CH2:19][CH2:18]1)[CH2:10][CH2:11][CH2:12][CH:13]([CH3:15])[CH3:14])([CH3:5])([CH3:6])[CH3:4]. The catalyst class is: 6. (4) Reactant: [F:1][C:2]1[C:10]2[N:9]=[C:8]([CH2:11][N:12]([CH:28]3[C:37]4[N:36]=[CH:35][CH:34]=[CH:33][C:32]=4[CH2:31][CH2:30][CH2:29]3)[CH2:13][CH2:14][CH2:15][CH2:16][N:17]3C(=O)C4C(=CC=CC=4)C3=O)[NH:7][C:6]=2[CH:5]=[CH:4][CH:3]=1.O.NN. Product: [F:1][C:2]1[C:10]2[N:9]=[C:8]([CH2:11][N:12]([CH:28]3[C:37]4[N:36]=[CH:35][CH:34]=[CH:33][C:32]=4[CH2:31][CH2:30][CH2:29]3)[CH2:13][CH2:14][CH2:15][CH2:16][NH2:17])[NH:7][C:6]=2[CH:5]=[CH:4][CH:3]=1. The catalyst class is: 621.